Dataset: Full USPTO retrosynthesis dataset with 1.9M reactions from patents (1976-2016). Task: Predict the reactants needed to synthesize the given product. (1) Given the product [CH3:30][C:6]1[S:3][C:2]([NH2:4])=[N:1][C:7]=1[C:9]1[CH:10]=[C:11]2[C:15](=[CH:16][CH:17]=1)[N:14]([S:18]([C:21]1[CH:26]=[CH:25][CH:24]=[CH:23][C:22]=1[N+:27]([O-:29])=[O:28])(=[O:20])=[O:19])[CH2:13][CH2:12]2, predict the reactants needed to synthesize it. The reactants are: [NH2:1][C:2]([NH2:4])=[S:3].Br[CH:6]([CH3:30])[C:7]([C:9]1[CH:10]=[C:11]2[C:15](=[CH:16][CH:17]=1)[N:14]([S:18]([C:21]1[CH:26]=[CH:25][CH:24]=[CH:23][C:22]=1[N+:27]([O-:29])=[O:28])(=[O:20])=[O:19])[CH2:13][CH2:12]2)=O. (2) Given the product [N:1]1[CH:6]=[CH:5][CH:4]=[CH:3][C:2]=1[C:7]1[CH:8]=[N:9][C:10]([NH:13][C:14](=[O:24])[CH2:15][C:16]2[CH:21]=[C:20]([CH3:22])[C:19]([C:30]3[CH:29]=[CH:28][N:27]=[C:26]([CH3:25])[CH:31]=3)=[N:18][CH:17]=2)=[CH:11][CH:12]=1, predict the reactants needed to synthesize it. The reactants are: [N:1]1[CH:6]=[CH:5][CH:4]=[CH:3][C:2]=1[C:7]1[CH:8]=[N:9][C:10]([NH:13][C:14](=[O:24])[CH2:15][C:16]2[CH:17]=[N:18][C:19](Cl)=[C:20]([CH3:22])[CH:21]=2)=[CH:11][CH:12]=1.[CH3:25][C:26]1[CH:31]=[C:30]([Sn](CCCC)(CCCC)CCCC)[CH:29]=[CH:28][N:27]=1. (3) Given the product [O:25]=[C:18]1[N:19]([CH2:22][CH2:23][CH3:24])[C:20]2[N:21]=[C:13]([C:8]34[CH:11]5[CH:10]6[CH:9]3[CH:6]3[CH:7]4[CH:12]5[C:5]36[C:3]([OH:2])=[O:4])[NH:14][C:15]=2[C:16](=[O:29])[N:17]1[CH2:26][CH2:27][CH3:28], predict the reactants needed to synthesize it. The reactants are: C[O:2][C:3]([C:5]12[CH:12]3[CH:7]4[C:8]5([C:13](=O)[NH:14][C:15]6[C:16](=[O:29])[N:17]([CH2:26][CH2:27][CH3:28])[C:18](=[O:25])[N:19]([CH2:22][CH2:23][CH3:24])[C:20]=6[NH2:21])[CH:11]3[CH:10]1[CH:9]5[CH:6]24)=[O:4].[OH-].[Na+]. (4) Given the product [CH:21]([C:20]1[CH:19]=[C:4]2[C:3]([C@:2]3([CH3:1])[C:8]([CH3:10])([CH3:9])[C@H:5]2[CH2:6][CH2:7]3)=[N:27][N:26]=1)([CH3:23])[CH3:22], predict the reactants needed to synthesize it. The reactants are: [CH3:1][C@@:2]12[C:8]([CH3:10])([CH3:9])[C@@H:5]([CH2:6][CH2:7]1)[C:4](=O)[C:3]2=O.COP([CH2:19][C:20](=O)[CH:21]([CH3:23])[CH3:22])(=O)OC.O.[NH2:26][NH2:27].